From a dataset of NCI-60 drug combinations with 297,098 pairs across 59 cell lines. Regression. Given two drug SMILES strings and cell line genomic features, predict the synergy score measuring deviation from expected non-interaction effect. (1) Drug 1: CNC(=O)C1=CC=CC=C1SC2=CC3=C(C=C2)C(=NN3)C=CC4=CC=CC=N4. Drug 2: CC=C1C(=O)NC(C(=O)OC2CC(=O)NC(C(=O)NC(CSSCCC=C2)C(=O)N1)C(C)C)C(C)C. Cell line: NCI-H522. Synergy scores: CSS=66.5, Synergy_ZIP=3.63, Synergy_Bliss=5.94, Synergy_Loewe=-43.8, Synergy_HSA=6.45. (2) Drug 1: C1=CC=C(C(=C1)C(C2=CC=C(C=C2)Cl)C(Cl)Cl)Cl. Drug 2: CCN(CC)CCCC(C)NC1=C2C=C(C=CC2=NC3=C1C=CC(=C3)Cl)OC. Cell line: HCC-2998. Synergy scores: CSS=14.9, Synergy_ZIP=1.75, Synergy_Bliss=5.70, Synergy_Loewe=-10.8, Synergy_HSA=-0.0579. (3) Drug 1: CNC(=O)C1=CC=CC=C1SC2=CC3=C(C=C2)C(=NN3)C=CC4=CC=CC=N4. Drug 2: CC(C)(C#N)C1=CC(=CC(=C1)CN2C=NC=N2)C(C)(C)C#N. Cell line: MDA-MB-231. Synergy scores: CSS=-2.66, Synergy_ZIP=1.64, Synergy_Bliss=-3.28, Synergy_Loewe=-6.13, Synergy_HSA=-6.79.